From a dataset of Catalyst prediction with 721,799 reactions and 888 catalyst types from USPTO. Predict which catalyst facilitates the given reaction. (1) Reactant: [C:1]([O:5][C:6]([N:8]1[C@H:12]([CH2:13][F:14])[C@@H:11]([C:15]2[CH:20]=[CH:19][C:18]([C:21]3[CH:22]=[N:23][C:24]([C:27](=O)[N:28]([CH3:30])[CH3:29])=[CH:25][CH:26]=3)=[CH:17][CH:16]=2)[O:10][C:9]1([CH3:33])[CH3:32])=[O:7])([CH3:4])([CH3:3])[CH3:2].C1(C)C=CC=CC=1.CSC.CO. Product: [C:1]([O:5][C:6]([N:8]1[C@H:12]([CH2:13][F:14])[C@@H:11]([C:15]2[CH:20]=[CH:19][C:18]([C:21]3[CH:22]=[N:23][C:24]([CH2:27][N:28]([CH3:30])[CH3:29])=[CH:25][CH:26]=3)=[CH:17][CH:16]=2)[O:10][C:9]1([CH3:33])[CH3:32])=[O:7])([CH3:4])([CH3:3])[CH3:2]. The catalyst class is: 7. (2) The catalyst class is: 588. Product: [OH:1][C@@H:2]1[CH2:6][CH2:5][CH2:4][C@H:3]1[NH:7][CH2:8][CH2:9][C:10]1[CH:11]=[CH:12][C:13]([O:16][C:24]2[CH:32]=[CH:31][C:27]([C:28]([NH2:30])=[O:29])=[CH:26][N:25]=2)=[CH:14][CH:15]=1. Reactant: [OH:1][CH:2]1[CH2:6][CH2:5][CH2:4][CH:3]1[NH:7][CH2:8][CH2:9][C:10]1[CH:15]=[CH:14][C:13]([OH:16])=[CH:12][CH:11]=1.C([O-])([O-])=O.[K+].[K+].Cl[C:24]1[CH:32]=[CH:31][C:27]([C:28]([NH2:30])=[O:29])=[CH:26][N:25]=1.